From a dataset of Peptide-MHC class I binding affinity with 185,985 pairs from IEDB/IMGT. Regression. Given a peptide amino acid sequence and an MHC pseudo amino acid sequence, predict their binding affinity value. This is MHC class I binding data. The peptide sequence is WEILKFLITG. The MHC is HLA-B44:02 with pseudo-sequence HLA-B44:02. The binding affinity (normalized) is 0.163.